This data is from NCI-60 drug combinations with 297,098 pairs across 59 cell lines. The task is: Regression. Given two drug SMILES strings and cell line genomic features, predict the synergy score measuring deviation from expected non-interaction effect. (1) Drug 1: C1C(C(OC1N2C=C(C(=O)NC2=O)F)CO)O. Drug 2: CC1=C(C=C(C=C1)NC(=O)C2=CC=C(C=C2)CN3CCN(CC3)C)NC4=NC=CC(=N4)C5=CN=CC=C5. Cell line: DU-145. Synergy scores: CSS=2.10, Synergy_ZIP=1.01, Synergy_Bliss=1.43, Synergy_Loewe=-19.5, Synergy_HSA=-3.08. (2) Drug 1: COC1=C(C=C2C(=C1)N=CN=C2NC3=CC(=C(C=C3)F)Cl)OCCCN4CCOCC4. Drug 2: C1C(C(OC1N2C=NC3=C(N=C(N=C32)Cl)N)CO)O. Cell line: HOP-92. Synergy scores: CSS=41.3, Synergy_ZIP=2.95, Synergy_Bliss=1.87, Synergy_Loewe=5.02, Synergy_HSA=6.84. (3) Drug 1: CCC(=C(C1=CC=CC=C1)C2=CC=C(C=C2)OCCN(C)C)C3=CC=CC=C3.C(C(=O)O)C(CC(=O)O)(C(=O)O)O. Drug 2: CN(C(=O)NC(C=O)C(C(C(CO)O)O)O)N=O. Cell line: K-562. Synergy scores: CSS=17.1, Synergy_ZIP=-6.97, Synergy_Bliss=-7.98, Synergy_Loewe=-4.67, Synergy_HSA=-3.39. (4) Drug 1: C1CCN(CC1)CCOC2=CC=C(C=C2)C(=O)C3=C(SC4=C3C=CC(=C4)O)C5=CC=C(C=C5)O. Drug 2: CC(CN1CC(=O)NC(=O)C1)N2CC(=O)NC(=O)C2. Cell line: OVCAR-4. Synergy scores: CSS=2.12, Synergy_ZIP=-0.653, Synergy_Bliss=0.713, Synergy_Loewe=0.356, Synergy_HSA=-0.491. (5) Drug 1: C1=CC(=CC=C1CC(C(=O)O)N)N(CCCl)CCCl.Cl. Drug 2: C1=CC=C(C(=C1)C(C2=CC=C(C=C2)Cl)C(Cl)Cl)Cl. Cell line: CAKI-1. Synergy scores: CSS=15.9, Synergy_ZIP=-3.65, Synergy_Bliss=4.66, Synergy_Loewe=-12.8, Synergy_HSA=4.77. (6) Drug 1: C1CC2CC3=C(CC1C24CN(S(=O)(=O)N4)CC(F)(F)F)C=CC(=C3)C=CCN5CCC(CC5)C(F)(F)F. Drug 2: CCC1(CC2CC(C3=C(CCN(C2)C1)C4=CC=CC=C4N3)(C5=C(C=C6C(=C5)C78CCN9C7C(C=CC9)(C(C(C8N6C)(C(=O)OC)O)OC(=O)C)CC)OC)C(=O)OC)O. Cell line: UACC62. Synergy scores: CSS=55.8, Synergy_ZIP=4.91, Synergy_Bliss=6.37, Synergy_Loewe=6.85, Synergy_HSA=10.3. (7) Drug 1: C1CC(=O)NC(=O)C1N2CC3=C(C2=O)C=CC=C3N. Drug 2: C1=NC2=C(N=C(N=C2N1C3C(C(C(O3)CO)O)F)Cl)N. Cell line: NCI-H322M. Synergy scores: CSS=15.7, Synergy_ZIP=-1.11, Synergy_Bliss=2.87, Synergy_Loewe=1.21, Synergy_HSA=2.53. (8) Drug 1: CC12CCC(CC1=CCC3C2CCC4(C3CC=C4C5=CN=CC=C5)C)O. Drug 2: CCCCC(=O)OCC(=O)C1(CC(C2=C(C1)C(=C3C(=C2O)C(=O)C4=C(C3=O)C=CC=C4OC)O)OC5CC(C(C(O5)C)O)NC(=O)C(F)(F)F)O. Cell line: A498. Synergy scores: CSS=3.03, Synergy_ZIP=-0.326, Synergy_Bliss=4.26, Synergy_Loewe=0.580, Synergy_HSA=2.18. (9) Drug 1: CC1OCC2C(O1)C(C(C(O2)OC3C4COC(=O)C4C(C5=CC6=C(C=C35)OCO6)C7=CC(=C(C(=C7)OC)O)OC)O)O. Drug 2: CCC1(C2=C(COC1=O)C(=O)N3CC4=CC5=C(C=CC(=C5CN(C)C)O)N=C4C3=C2)O.Cl. Cell line: HT29. Synergy scores: CSS=20.4, Synergy_ZIP=-0.594, Synergy_Bliss=3.24, Synergy_Loewe=-0.235, Synergy_HSA=5.71. (10) Drug 1: C1C(C(OC1N2C=NC3=C(N=C(N=C32)Cl)N)CO)O. Drug 2: CCC1=C2CN3C(=CC4=C(C3=O)COC(=O)C4(CC)O)C2=NC5=C1C=C(C=C5)O. Cell line: T-47D. Synergy scores: CSS=25.5, Synergy_ZIP=2.89, Synergy_Bliss=11.7, Synergy_Loewe=-22.2, Synergy_HSA=-2.52.